This data is from Reaction yield outcomes from USPTO patents with 853,638 reactions. The task is: Predict the reaction yield, written as a fraction of the theoretical maximum amount of product (1.0 means a 100% yield; for example, 0.34 means a 34% yield). The reactants are [CH3:1][C:2]1[CH:7]=[CH:6][N:5]=[C:4]([CH2:8]O)[CH:3]=1.S(Cl)([Cl:12])=O. The catalyst is C(Cl)Cl. The product is [Cl:12][CH2:8][C:4]1[CH:3]=[C:2]([CH3:1])[CH:7]=[CH:6][N:5]=1. The yield is 0.721.